The task is: Predict the reactants needed to synthesize the given product.. This data is from Full USPTO retrosynthesis dataset with 1.9M reactions from patents (1976-2016). (1) The reactants are: [F:1][C:2]1[CH:3]=[CH:4][C:5]([OH:12])=[C:6]([CH:11]=1)[C:7]([O:9][CH3:10])=[O:8].[Cl:13][C:14]1[CH:21]=[CH:20][CH:19]=[CH:18][C:15]=1[CH2:16]Br.C(=O)([O-])[O-].[K+].[K+].[I-].[K+]. Given the product [Cl:13][C:14]1[CH:21]=[CH:20][CH:19]=[CH:18][C:15]=1[CH2:16][O:12][C:5]1[CH:4]=[CH:3][C:2]([F:1])=[CH:11][C:6]=1[C:7]([O:9][CH3:10])=[O:8], predict the reactants needed to synthesize it. (2) Given the product [F:19][C:14]1[CH:15]=[CH:16][CH:17]=[CH:18][C:13]=1[C:11]1[O:1][N:2]=[C:3]([C:4]2[CH:5]=[N:6][CH:7]=[CH:8][CH:9]=2)[CH:12]=1, predict the reactants needed to synthesize it. The reactants are: [OH:1][N:2]=[C:3](Cl)[C:4]1[CH:9]=[CH:8][CH:7]=[N:6][CH:5]=1.[C:11]([C:13]1[CH:18]=[CH:17][CH:16]=[CH:15][C:14]=1[F:19])#[CH:12].N. (3) Given the product [CH3:1][N:2]([C:14]1[CH:19]=[CH:18][C:17]([C:20]2[N:24]=[CH:23][N:22]([C:25]3[CH:30]=[CH:29][C:28]([O:31][C:32]([F:35])([F:33])[F:34])=[CH:27][CH:26]=3)[N:21]=2)=[CH:16][CH:15]=1)[C:3]([NH2:5])=[S:4], predict the reactants needed to synthesize it. The reactants are: [CH3:1][N:2]([C:14]1[CH:19]=[CH:18][C:17]([C:20]2[N:24]=[CH:23][N:22]([C:25]3[CH:30]=[CH:29][C:28]([O:31][C:32]([F:35])([F:34])[F:33])=[CH:27][CH:26]=3)[N:21]=2)=[CH:16][CH:15]=1)[C:3]([NH:5]C(=O)C1C=CC=CC=1)=[S:4].[OH-].[Na+].Cl. (4) Given the product [Br:1][C:2]1[CH:3]=[C:4]([C:5](=[O:7])[CH2:21][C:19]2[CH:18]=[CH:17][CH:16]=[C:15]([Cl:14])[N:20]=2)[CH:10]=[CH:11][C:12]=1[Cl:13], predict the reactants needed to synthesize it. The reactants are: [Br:1][C:2]1[CH:3]=[C:4]([CH:10]=[CH:11][C:12]=1[Cl:13])[C:5]([O:7]CC)=O.[Cl:14][C:15]1[N:20]=[C:19]([CH3:21])[CH:18]=[CH:17][CH:16]=1. (5) Given the product [Cl:8][CH2:2][CH2:7][O:6][CH2:5][C:4]([NH:16][C:15]1[CH:17]=[CH:18][C:12]([N+:9]([O-:11])=[O:10])=[CH:13][CH:14]=1)=[O:3], predict the reactants needed to synthesize it. The reactants are: Cl[C:2]1([Cl:8])[CH2:7][O:6][CH2:5][CH2:4][O:3]1.[N+:9]([C:12]1[CH:18]=[CH:17][C:15]([NH2:16])=[CH:14][CH:13]=1)([O-:11])=[O:10]. (6) Given the product [F:22][C:23]1[CH:24]=[C:25]2[C:29](=[CH:30][CH:31]=1)[NH:28][N:27]=[C:26]2[C:32]([NH:10][CH2:9][C:4]12[CH2:7][CH2:8][N:1]([CH2:6][CH2:5]1)[CH2:2][CH2:3]2)=[O:33], predict the reactants needed to synthesize it. The reactants are: [N:1]12[CH2:8][CH2:7][C:4]([CH2:9][NH:10]C(C3C4C(=CC=CC=4)NC=3)=O)([CH2:5][CH2:6]1)[CH2:3][CH2:2]2.[F:22][C:23]1[CH:24]=[C:25]2[C:29](=[CH:30][CH:31]=1)[NH:28][N:27]=[C:26]2[C:32](Cl)=[O:33]. (7) Given the product [Cl:9][C:10]1[CH:11]=[C:12]([C@@H:17]2[O:23][CH2:22][CH2:21][N:20]([C:24]([O:26][C:27]([CH3:28])([CH3:30])[CH3:29])=[O:25])[CH2:19][C@H:18]2[CH2:31][C:32]2[C:33]([C:34]([O:36][CH2:37][CH3:38])=[O:35])=[CH:3][N:4]([CH3:6])[N:41]=2)[CH:13]=[CH:14][C:15]=1[Cl:16], predict the reactants needed to synthesize it. The reactants are: CO[CH:3](OC)[N:4]([CH3:6])C.[Cl:9][C:10]1[CH:11]=[C:12]([C@@H:17]2[O:23][CH2:22][CH2:21][N:20]([C:24]([O:26][C:27]([CH3:30])([CH3:29])[CH3:28])=[O:25])[CH2:19][C@H:18]2[CH2:31][C:32](=O)[CH2:33][C:34]([O:36][CH2:37][CH3:38])=[O:35])[CH:13]=[CH:14][C:15]=1[Cl:16].C[NH:41]N. (8) Given the product [Br:1][C:2]1[CH:3]=[CH:4][C:5]([N:14]2[CH2:15][CH2:16][CH:17]([CH3:12])[CH2:13]2)=[C:6]([CH:9]=1)[CH:7]=[O:8], predict the reactants needed to synthesize it. The reactants are: [Br:1][C:2]1[CH:3]=[CH:4][C:5](F)=[C:6]([CH:9]=1)[CH:7]=[O:8].C[CH:12]1[CH2:17][CH2:16][CH2:15][NH:14][CH2:13]1.C(=O)([O-])[O-].[K+].[K+].O.